From a dataset of Forward reaction prediction with 1.9M reactions from USPTO patents (1976-2016). Predict the product of the given reaction. (1) Given the reactants [F:1][C:2]1[CH:3]=[CH:4][C:5]([O:39][CH3:40])=[C:6]([C:8]([CH3:38])([CH3:37])[CH2:9][C:10]([OH:36])([C:32]([F:35])([F:34])[F:33])[CH2:11][NH:12][C:13]2[CH:21]=[C:20]([CH3:22])[CH:19]=[C:18]3[C:14]=2[CH:15]=[N:16][N:17]3[C:23]2[CH:24]=[C:25]([CH:29]=[CH:30][CH:31]=2)[C:26]([OH:28])=O)[CH:7]=1.Cl.[NH2:42][C@@H:43]([C:45]([NH2:47])=[O:46])[CH3:44], predict the reaction product. The product is: [NH2:47][C:45](=[O:46])[C@H:43]([NH:42][C:26](=[O:28])[C:25]1[CH:29]=[CH:30][CH:31]=[C:23]([N:17]2[C:18]3[C:14](=[C:13]([NH:12][CH2:11][C:10]([OH:36])([C:32]([F:34])([F:33])[F:35])[CH2:9][C:8]([C:6]4[CH:7]=[C:2]([F:1])[CH:3]=[CH:4][C:5]=4[O:39][CH3:40])([CH3:38])[CH3:37])[CH:21]=[C:20]([CH3:22])[CH:19]=3)[CH:15]=[N:16]2)[CH:24]=1)[CH3:44]. (2) The product is: [CH3:1][NH:2][S:3]([C:6]1[CH:7]=[C:8]2[C:12](=[CH:13][CH:14]=1)[NH:11][C:10](=[O:15])[C:9]2=[CH:26][C:25]1[C:24]2[C:19](=[CH:20][CH:21]=[CH:22][CH:23]=2)[NH:18][C:17]=1[CH3:16])(=[O:5])=[O:4]. Given the reactants [CH3:1][NH:2][S:3]([C:6]1[CH:7]=[C:8]2[C:12](=[CH:13][CH:14]=1)[NH:11][C:10](=[O:15])[CH2:9]2)(=[O:5])=[O:4].[CH3:16][C:17]1[NH:18][C:19]2[C:24]([C:25]=1[CH:26]=O)=[CH:23][CH:22]=[CH:21][CH:20]=2, predict the reaction product. (3) Given the reactants COC1C=C(OC)C=CC=1C[N:6]1[CH2:10][CH2:9][C:8]([F:12])([F:11])[S:7]1(=[O:14])=[O:13].FC(F)(F)C(O)=O, predict the reaction product. The product is: [F:11][C:8]1([F:12])[S:7](=[O:14])(=[O:13])[NH:6][CH2:10][CH2:9]1. (4) Given the reactants [CH:1]([Si:4]([O:11][C:12]1[CH:19]=[CH:18][C:15]([CH:16]=O)=[CH:14][CH:13]=1)([CH:8]([CH3:10])[CH3:9])[CH:5]([CH3:7])[CH3:6])([CH3:3])[CH3:2].[CH2:20]1COCC1, predict the reaction product. The product is: [CH:1]([Si:4]([O:11][C:12]1[CH:19]=[CH:18][C:15]([CH:16]=[CH2:20])=[CH:14][CH:13]=1)([CH:8]([CH3:10])[CH3:9])[CH:5]([CH3:7])[CH3:6])([CH3:3])[CH3:2].